This data is from Reaction yield outcomes from USPTO patents with 853,638 reactions. The task is: Predict the reaction yield, written as a fraction of the theoretical maximum amount of product (1.0 means a 100% yield; for example, 0.34 means a 34% yield). The catalyst is C(Cl)Cl. The yield is 0.750. The product is [CH:1]1([CH2:6][C@H:7]([N:11]2[CH2:19][C:18]3[C:13](=[CH:14][CH:15]=[CH:16][CH:17]=3)[C:12]2=[O:20])[C:8]([NH:32][C:29]2[CH:30]=[CH:31][N:27]([CH2:26][CH2:25][O:24][CH3:21])[N:28]=2)=[O:10])[CH2:2][CH2:3][CH2:4][CH2:5]1. The reactants are [CH:1]1([CH2:6][C@H:7]([N:11]2[CH2:19][C:18]3[C:13](=[CH:14][CH:15]=[CH:16][CH:17]=3)[C:12]2=[O:20])[C:8]([OH:10])=O)[CH2:5][CH2:4][CH2:3][CH2:2]1.[CH:21]([O:24][CH2:25][CH2:26][N:27]1[CH:31]=[CH:30][C:29]([NH2:32])=[N:28]1)(C)C.F[P-](F)(F)(F)(F)F.N1(O[P+](N(C)C)(N(C)C)N(C)C)C2C=CC=CC=2N=N1.C(N(CC)C(C)C)(C)C.